Dataset: Full USPTO retrosynthesis dataset with 1.9M reactions from patents (1976-2016). Task: Predict the reactants needed to synthesize the given product. Given the product [O:1]1[C:5]2[CH:6]=[CH:7][C:8]([CH2:10][C:11]3[N:20]4[N:21]=[C:22]([NH2:24])[N:23]=[C:19]4[C:18]4[CH:17]=[CH:16][C:15]([N:26]5[CH2:31][CH2:30][O:29][CH2:28][CH2:27]5)=[CH:14][C:13]=4[N:12]=3)=[CH:9][C:4]=2[O:3][CH2:2]1, predict the reactants needed to synthesize it. The reactants are: [O:1]1[C:5]2[CH:6]=[CH:7][C:8]([CH2:10][C:11]3[N:20]4[N:21]=[C:22]([NH2:24])[N:23]=[C:19]4[C:18]4[CH:17]=[CH:16][C:15](F)=[CH:14][C:13]=4[N:12]=3)=[CH:9][C:4]=2[O:3][CH2:2]1.[NH:26]1[CH2:31][CH2:30][O:29][CH2:28][CH2:27]1.